Dataset: Catalyst prediction with 721,799 reactions and 888 catalyst types from USPTO. Task: Predict which catalyst facilitates the given reaction. (1) Reactant: F[C:2]1[N:7]2[CH:8]=[C:9]([CH2:11][N:12]([CH3:23])[C@@H:13]3[C:18]4=[N:19][CH:20]=[CH:21][CH:22]=[C:17]4[O:16][CH2:15][CH2:14]3)[N:10]=[C:6]2[CH:5]=[CH:4][CH:3]=1.[NH2:24][CH:25]1[CH2:30][CH2:29][NH:28][CH2:27][CH2:26]1. Product: [NH4+:7].[OH-:16].[NH2:24][CH:25]1[CH2:30][CH2:29][N:28]([C:2]2[N:7]3[CH:8]=[C:9]([CH2:11][N:12]([CH3:23])[C@@H:13]4[C:18]5=[N:19][CH:20]=[CH:21][CH:22]=[C:17]5[O:16][CH2:15][CH2:14]4)[N:10]=[C:6]3[CH:5]=[CH:4][CH:3]=2)[CH2:27][CH2:26]1. The catalyst class is: 435. (2) Reactant: C([O:8][C@H:9]1[CH2:13][N:12]([CH:14]2[CH2:19][CH2:18][N:17]([C:20]([O:22][C:23]([CH3:26])([CH3:25])[CH3:24])=[O:21])[CH2:16][CH2:15]2)[C:11](=[O:27])[C@H:10]1[O:28][C:29]1[CH:34]=[CH:33][C:32]([S:35]([CH3:38])(=[O:37])=[O:36])=[CH:31][C:30]=1[F:39])C1C=CC=CC=1.[H][H]. Product: [F:39][C:30]1[CH:31]=[C:32]([S:35]([CH3:38])(=[O:37])=[O:36])[CH:33]=[CH:34][C:29]=1[O:28][C@H:10]1[C@@H:9]([OH:8])[CH2:13][N:12]([CH:14]2[CH2:19][CH2:18][N:17]([C:20]([O:22][C:23]([CH3:26])([CH3:25])[CH3:24])=[O:21])[CH2:16][CH2:15]2)[C:11]1=[O:27]. The catalyst class is: 50. (3) Reactant: Cl[C:2]1[N:11]=[C:10]([NH:12][CH2:13][CH:14]([C:21]2[CH:26]=[CH:25][CH:24]=[CH:23][CH:22]=2)[C:15]2[CH:16]=[N:17][CH:18]=[CH:19][CH:20]=2)[C:9]2[C:4](=[CH:5][CH:6]=[CH:7][CH:8]=2)[N:3]=1.[N:27]1[CH:28]=[CH:29][N:30]2[CH:35]=[C:34](B(O)O)[CH:33]=[CH:32][C:31]=12.N1C=CN2C=C(C3N=C(NCC(C4C=CC=CC=4)C4NC=CC=4)C4C(=CC=CC=4)N=3)C=CC=12. Product: [N:27]1[CH:28]=[CH:29][N:30]2[CH:35]=[C:34]([C:2]3[N:11]=[C:10]([NH:12][CH2:13][CH:14]([C:21]4[CH:26]=[CH:25][CH:24]=[CH:23][CH:22]=4)[C:15]4[CH:16]=[N:17][CH:18]=[CH:19][CH:20]=4)[C:9]4[C:4](=[CH:5][CH:6]=[CH:7][CH:8]=4)[N:3]=3)[CH:33]=[CH:32][C:31]=12. The catalyst class is: 61. (4) The catalyst class is: 18. Reactant: [F:1][C:2]1[C:7]([F:8])=[CH:6][C:5]([C:9]2[CH:14]=[CH:13][C:12]([O:15][CH2:16][C:17]3[CH:25]=[C:24]4[C:20]([CH:21]=[N:22][NH:23]4)=[CH:19][CH:18]=3)=[CH:11][CH:10]=2)=[C:4]([O:26][CH3:27])[CH:3]=1.Br[CH2:29][C:30]([O:32][CH2:33][CH3:34])=[O:31].C(=O)([O-])[O-].[Cs+].[Cs+].CCOC(C)=O. Product: [CH2:33]([O:32][C:30](=[O:31])[CH2:29][N:23]1[C:24]2[C:20](=[CH:19][CH:18]=[C:17]([CH2:16][O:15][C:12]3[CH:11]=[CH:10][C:9]([C:5]4[CH:6]=[C:7]([F:8])[C:2]([F:1])=[CH:3][C:4]=4[O:26][CH3:27])=[CH:14][CH:13]=3)[CH:25]=2)[CH:21]=[N:22]1)[CH3:34]. (5) Reactant: FC(F)(F)C(O)=O.C(OC([NH:15][C@@H:16]([CH3:43])[CH2:17][N:18]([C:20]1[N:21]([CH2:39][C:40]#[C:41][CH3:42])[C:22]2[C:27](=[O:28])[N:26]([CH2:29][C:30]3[CH:35]=[CH:34][CH:33]=[CH:32][C:31]=3[C:36]#[N:37])[N:25]=[CH:24][C:23]=2[N:38]=1)[CH3:19])=O)(C)(C)C.C(=O)([O-])[O-].[Na+].[Na+]. Product: [NH2:15][C@@H:16]([CH3:43])[CH2:17][N:18]([C:20]1[N:21]([CH2:39][C:40]#[C:41][CH3:42])[C:22]2[C:27](=[O:28])[N:26]([CH2:29][C:30]3[CH:35]=[CH:34][CH:33]=[CH:32][C:31]=3[C:36]#[N:37])[N:25]=[CH:24][C:23]=2[N:38]=1)[CH3:19]. The catalyst class is: 4. (6) Reactant: [CH:1]1([Mg]Br)[CH2:3][CH2:2]1.CN([CH:9]=[C:10]1[C:15](=[O:16])[O:14][C:13]([CH3:18])([CH3:17])[O:12][C:11]1=[O:19])C. Product: [CH:1]1([CH:9]=[C:10]2[C:11](=[O:19])[O:12][C:13]([CH3:17])([CH3:18])[O:14][C:15]2=[O:16])[CH2:3][CH2:2]1. The catalyst class is: 7. (7) Reactant: [F:1][C:2]1[CH:7]=[CH:6][C:5]([C:8]2[CH:16]=[CH:15][CH:14]=[C:13]3[C:9]=2[CH2:10][C:11](=[O:17])[NH:12]3)=[CH:4][CH:3]=1.[CH2:18]([N:20]([CH2:35][CH3:36])[CH2:21][CH2:22][NH:23][C:24]([C:26]1[C:30]([CH3:31])=[C:29]([CH:32]=O)[NH:28][C:27]=1[CH3:34])=[O:25])[CH3:19]. Product: [CH2:35]([N:20]([CH2:18][CH3:19])[CH2:21][CH2:22][NH:23][C:24]([C:26]1[C:30]([CH3:31])=[C:29]([CH:32]=[C:10]2[C:9]3[C:13](=[CH:14][CH:15]=[CH:16][C:8]=3[C:5]3[CH:4]=[CH:3][C:2]([F:1])=[CH:7][CH:6]=3)[NH:12][C:11]2=[O:17])[NH:28][C:27]=1[CH3:34])=[O:25])[CH3:36]. The catalyst class is: 360. (8) Reactant: C([O:4][CH2:5][C@@H:6]1[C@@H:11]([O:12]C(=O)C)[C@H:10]([O:16]C(=O)C)[C@@:9]([O:21]C(=O)C)([CH3:20])[C@@H:8]([O:25][C:26]2[CH:31]=[CH:30][C:29]([Br:32])=[CH:28][C:27]=2[Cl:33])[O:7]1)(=O)C.C[O-].[Na+]. Product: [Br:32][C:29]1[CH:30]=[CH:31][C:26]([O:25][C@@H:8]2[C@@:9]([CH3:20])([OH:21])[C@@H:10]([OH:16])[C@H:11]([OH:12])[C@@H:6]([CH2:5][OH:4])[O:7]2)=[C:27]([Cl:33])[CH:28]=1. The catalyst class is: 5.